Dataset: Full USPTO retrosynthesis dataset with 1.9M reactions from patents (1976-2016). Task: Predict the reactants needed to synthesize the given product. (1) Given the product [CH2:1]([C:3]1[CH:4]=[CH:5][C:6]([C:9]2[C:10]([CH2:14][O:15][C:17]3[CH:22]=[CH:21][C:20]([CH2:23][CH2:24][C:25]([OH:27])=[O:26])=[C:19]([CH3:30])[C:18]=3[CH3:31])=[CH:11][S:12][CH:13]=2)=[CH:7][CH:8]=1)[CH3:2], predict the reactants needed to synthesize it. The reactants are: [CH2:1]([C:3]1[CH:8]=[CH:7][C:6]([C:9]2[C:10]([CH2:14][OH:15])=[CH:11][S:12][CH:13]=2)=[CH:5][CH:4]=1)[CH3:2].O[C:17]1[CH:22]=[CH:21][C:20]([CH2:23][CH2:24][C:25]([O:27]CC)=[O:26])=[C:19]([CH3:30])[C:18]=1[CH3:31].C(C1C=CC(C2C=C(C(F)(F)F)SC=2COC2C=CC(CCC(OCC)=O)=C(C)C=2C)=CC=1)C. (2) Given the product [NH2:14][CH2:13][CH2:12][CH2:11][CH:10]([N:25]1[CH2:36][CH2:35][N:34]([CH2:37][C:38]([OH:40])=[O:39])[CH2:33][CH2:32][N:31]([CH2:43][C:44]([OH:46])=[O:45])[CH2:30][CH2:29][N:28]([CH2:49][C:50]([OH:52])=[O:51])[CH2:27][CH2:26]1)[C:9]([OH:55])=[O:8], predict the reactants needed to synthesize it. The reactants are: C([O:8][C:9](=[O:55])[CH:10]([N:25]1[CH2:36][CH2:35][N:34]([CH2:37][C:38]([O:40]CC)=[O:39])[CH2:33][CH2:32][N:31]([CH2:43][C:44]([O:46]CC)=[O:45])[CH2:30][CH2:29][N:28]([CH2:49][C:50]([O:52]CC)=[O:51])[CH2:27][CH2:26]1)[CH2:11][CH2:12][CH2:13][N:14]1C(=O)C2C(=CC=CC=2)C1=O)C1C=CC=CC=1. (3) The reactants are: [F:1][CH:2]([F:8])[C:3](OCC)=[O:4].C[O-].[Na+].[F:12][C:13]1[CH:14]=[C:15]([C:21](=[O:23])[CH3:22])[CH:16]=[CH:17][C:18]=1[O:19][CH3:20]. Given the product [F:1][CH:2]([F:8])[C:3](=[O:4])[CH2:22][C:21]([C:15]1[CH:16]=[CH:17][C:18]([O:19][CH3:20])=[C:13]([F:12])[CH:14]=1)=[O:23], predict the reactants needed to synthesize it. (4) Given the product [N:9]1[C:8]2[NH:29][CH:30]=[CH:31][C:7]=2[C:6]([NH2:5])=[N:11][C:10]=1[NH2:12], predict the reactants needed to synthesize it. The reactants are: C1([NH:5][C:6]2[C:7]3[CH:31]=[CH:30][NH:29][C:8]=3[N:9]=[C:10]([NH:12]C3C=CC(S(N4CCC(O)CC4)(=O)=O)=CC=3)[N:11]=2)CCC1.CS(CC1C=C(C=CC=1)N)(=O)=O. (5) Given the product [CH3:1][N:2]([C@@H:18]([C:25]1[CH:30]=[CH:29][CH:28]=[C:27]([NH2:31])[CH:26]=1)[CH2:19][N:20]1[CH2:24][CH2:23][CH2:22][CH2:21]1)[C:3](=[O:17])[CH:4]([C:11]1[CH:16]=[CH:15][CH:14]=[CH:13][CH:12]=1)[C:5]1[CH:10]=[CH:9][CH:8]=[CH:7][CH:6]=1, predict the reactants needed to synthesize it. The reactants are: [CH3:1][N:2]([C@@H:18]([C:25]1[CH:30]=[CH:29][CH:28]=[C:27]([N+:31]([O-])=O)[CH:26]=1)[CH2:19][N:20]1[CH2:24][CH2:23][CH2:22][CH2:21]1)[C:3](=[O:17])[CH:4]([C:11]1[CH:16]=[CH:15][CH:14]=[CH:13][CH:12]=1)[C:5]1[CH:10]=[CH:9][CH:8]=[CH:7][CH:6]=1.[H][H].O. (6) Given the product [CH2:17]([C:21]1[S:25][C:24]([C:26](=[O:30])[C:27]([C:4]2[CH:9]=[CH:8][CH:7]=[CH:6][CH:5]=2)=[O:28])=[CH:23][CH:22]=1)[CH2:18][CH2:19][CH3:20], predict the reactants needed to synthesize it. The reactants are: [Br-].[Li+].C[C:4]1[CH:9]=[CH:8][C:7]([Mg]Br)=[CH:6][CH:5]=1.CCOCC.[CH2:17]([C:21]1[S:25][C:24]([C:26](=[O:30])[C:27](Cl)=[O:28])=[CH:23][CH:22]=1)[CH2:18][CH2:19][CH3:20].Cl.